This data is from Forward reaction prediction with 1.9M reactions from USPTO patents (1976-2016). The task is: Predict the product of the given reaction. (1) Given the reactants S(Cl)([Cl:3])=O.C1C=CC2N(O)N=NC=2C=1.O[CH2:16][C:17]1[CH:22]=[CH:21][C:20]([CH2:23][CH2:24][CH2:25][OH:26])=[CH:19][CH:18]=1.[I-].[K+], predict the reaction product. The product is: [Cl:3][CH2:16][C:17]1[CH:22]=[CH:21][C:20]([CH2:23][CH2:24][CH2:25][OH:26])=[CH:19][CH:18]=1. (2) Given the reactants F[C:2]1[CH:7]=[C:6]([C:8]2[CH:9]=[CH:10][C:11]([O:16][CH:17]3[CH2:22][CH2:21][O:20][CH2:19][CH2:18]3)=[C:12]([CH:15]=2)[C:13]#[N:14])[CH:5]=[CH:4][N:3]=1.[C:23]([C:27]1[CH:31]=[C:30]([NH2:32])[O:29][N:28]=1)([CH3:26])([CH3:25])[CH3:24].CC([O-])(C)C.[K+], predict the reaction product. The product is: [C:23]([C:27]1[CH:31]=[C:30]([NH:32][C:2]2[CH:7]=[C:6]([C:8]3[CH:9]=[CH:10][C:11]([O:16][CH:17]4[CH2:22][CH2:21][O:20][CH2:19][CH2:18]4)=[C:12]([CH:15]=3)[C:13]#[N:14])[CH:5]=[CH:4][N:3]=2)[O:29][N:28]=1)([CH3:26])([CH3:25])[CH3:24]. (3) Given the reactants Cl[C:2]1[C:11]2[N:12]=[C:13]([OH:22])[N:14]([CH2:15][CH:16]3[CH2:21][CH2:20][O:19][CH2:18][CH2:17]3)[C:10]=2[C:9]2[CH:8]=[CH:7][CH:6]=[CH:5][C:4]=2[N:3]=1.[NH3:23], predict the reaction product. The product is: [NH2:23][C:2]1[C:11]2[N:12]=[C:13]([OH:22])[N:14]([CH2:15][CH:16]3[CH2:21][CH2:20][O:19][CH2:18][CH2:17]3)[C:10]=2[C:9]2[CH:8]=[CH:7][CH:6]=[CH:5][C:4]=2[N:3]=1. (4) Given the reactants [CH:1]([O:3][CH2:4][CH3:5])=[CH2:2].C([Li])(C)(C)C.[CH3:11][O:12][CH2:13][O:14][CH2:15][CH2:16][CH2:17][C:18](=[O:20])[CH3:19], predict the reaction product. The product is: [CH2:1]([O:3][C:4]([C:18]([OH:20])([CH3:19])[CH2:17][CH2:16][CH2:15][O:14][CH2:13][O:12][CH3:11])=[CH2:5])[CH3:2].